Task: Predict the product of the given reaction.. Dataset: Forward reaction prediction with 1.9M reactions from USPTO patents (1976-2016) (1) Given the reactants [Cl:1][C:2]1[CH:3]=[C:4]2[C:8](=[CH:9][CH:10]=1)[C:7](=[O:11])[NH:6][C:5]2([CH3:13])[CH3:12].Br[C:15]1[CH:16]=[C:17]([CH:21]2[CH2:26][CH2:25][N:24]([C:27](=[O:30])[CH2:28][CH3:29])[CH2:23][CH2:22]2)[CH:18]=[N:19][CH:20]=1.[C@H]1(N)CCCC[C@@H]1N.C([O-])([O-])=O.[Cs+].[Cs+].C([O-])(O)=O.[Na+], predict the reaction product. The product is: [Cl:1][C:2]1[CH:3]=[C:4]2[C:8](=[CH:9][CH:10]=1)[C:7](=[O:11])[N:6]([C:15]1[CH:20]=[N:19][CH:18]=[C:17]([CH:21]3[CH2:22][CH2:23][N:24]([C:27](=[O:30])[CH2:28][CH3:29])[CH2:25][CH2:26]3)[CH:16]=1)[C:5]2([CH3:13])[CH3:12]. (2) Given the reactants [CH3:1][C:2]1([CH3:15])[O:11][C:10]2[C:5](=[CH:6][C:7]([C:12]#[N:13])=[CH:8][CH:9]=2)[C@@H:4]2[O:14][C@H:3]12.[Cl:16][C:17]1[CH:18]=[CH:19][C:20]2[O:24][NH:23][C:22](=[O:25])[C:21]=2[CH:26]=1, predict the reaction product. The product is: [Cl:16][C:17]1[CH:18]=[CH:19][C:20]2[O:24][N:23]=[C:22]([O:25][C@@H:4]3[C:5]4[C:10](=[CH:9][CH:8]=[C:7]([C:12]#[N:13])[CH:6]=4)[O:11][C:2]([CH3:1])([CH3:15])[C@H:3]3[OH:14])[C:21]=2[CH:26]=1. (3) Given the reactants [Br:1][C:2]1[CH:3]=[C:4]2[C:15](=[CH:16][CH:17]=1)[O:14][C:7]1[C:8]([F:13])=[N:9][C:10]([Cl:12])=[CH:11][C:6]=1[C:5]2([CH2:25][C:26](OC(C)(C)C)=[O:27])[NH:18][S:19]([C:21]([CH3:24])([CH3:23])[CH3:22])=[O:20].[H-].C([Al+]CC(C)C)C(C)C, predict the reaction product. The product is: [Br:1][C:2]1[CH:3]=[C:4]2[C:15](=[CH:16][CH:17]=1)[O:14][C:7]1[C:8]([F:13])=[N:9][C:10]([Cl:12])=[CH:11][C:6]=1[C:5]2([NH:18][S:19]([C:21]([CH3:24])([CH3:23])[CH3:22])=[O:20])[CH2:25][CH2:26][OH:27]. (4) Given the reactants Cl.[F:2][C:3]1[CH:4]=[N:5][C:6]2[C:11]([C:12]=1[CH2:13][CH2:14][CH2:15][C:16]1([C:29]([O:31][CH2:32][CH3:33])=[O:30])[CH2:21][CH2:20][N:19](C(OC(C)(C)C)=O)[CH2:18][CH2:17]1)=[CH:10][CH:9]=[CH:8][CH:7]=2, predict the reaction product. The product is: [F:2][C:3]1[CH:4]=[N:5][C:6]2[C:11]([C:12]=1[CH2:13][CH2:14][CH2:15][C:16]1([C:29]([O:31][CH2:32][CH3:33])=[O:30])[CH2:21][CH2:20][NH:19][CH2:18][CH2:17]1)=[CH:10][CH:9]=[CH:8][CH:7]=2. (5) Given the reactants [CH2:1]([N:3]([CH2:53][CH3:54])[C:4]1[CH:9]=[CH:8][C:7]([NH:10][C:11]([C:13]2[CH:14]=[C:15]([CH:30]=[CH:31][CH:32]=2)[C:16]([N:18]([CH2:20][CH2:21][N:22]2[CH2:26][CH2:25][CH2:24][C@H:23]2[C:27]([OH:29])=O)[CH3:19])=[O:17])=[O:12])=[C:6]([C:33]2[CH:38]=[C:37]([C:39](=[O:52])[NH:40][CH2:41][C:42]3[CH:47]=[CH:46][CH:45]=[C:44]([C:48]([F:51])([F:50])[F:49])[CH:43]=3)[CH:36]=[CH:35][N:34]=2)[CH:5]=1)[CH3:2].[CH3:55][O:56][CH2:57][CH2:58][O:59][CH2:60][CH2:61][O:62][CH2:63][CH2:64][O:65][CH2:66][CH2:67][O:68][CH2:69][CH2:70][O:71][CH2:72][CH2:73][O:74][CH2:75][CH2:76][O:77][CH2:78][CH2:79][NH2:80].CCN(C(C)C)C(C)C.CN(C(ON1N=NC2C=CC=NC1=2)=[N+](C)C)C.F[P-](F)(F)(F)(F)F, predict the reaction product. The product is: [CH3:55][O:56][CH2:57][CH2:58][O:59][CH2:60][CH2:61][O:62][CH2:63][CH2:64][O:65][CH2:66][CH2:67][O:68][CH2:69][CH2:70][O:71][CH2:72][CH2:73][O:74][CH2:75][CH2:76][O:77][CH2:78][CH2:79][NH:80][C:27]([C@@H:23]1[CH2:24][CH2:25][CH2:26][N:22]1[CH2:21][CH2:20][N:18]([CH3:19])[C:16](=[O:17])[C:15]1[CH:30]=[CH:31][CH:32]=[C:13]([C:11]([NH:10][C:7]2[CH:8]=[CH:9][C:4]([N:3]([CH2:53][CH3:54])[CH2:1][CH3:2])=[CH:5][C:6]=2[C:33]2[CH:38]=[C:37]([C:39](=[O:52])[NH:40][CH2:41][C:42]3[CH:47]=[CH:46][CH:45]=[C:44]([C:48]([F:51])([F:50])[F:49])[CH:43]=3)[CH:36]=[CH:35][N:34]=2)=[O:12])[CH:14]=1)=[O:29].